Predict the reactants needed to synthesize the given product. From a dataset of Retrosynthesis with 50K atom-mapped reactions and 10 reaction types from USPTO. (1) Given the product CC(C)Oc1ccc(F)c(-c2ccc(C(=O)C(NC(=O)OC(C)(C)C)c3ccc(Cl)c(Cl)c3)cc2)c1, predict the reactants needed to synthesize it. The reactants are: CC(C)(C)OC(=O)NC(C(=O)c1ccc(I)cc1)c1ccc(Cl)c(Cl)c1.CC(C)Oc1ccc(F)c(B(O)O)c1. (2) Given the product O=Cc1ccc(OCC(F)F)cc1, predict the reactants needed to synthesize it. The reactants are: O=Cc1ccc(F)cc1.OCC(F)F. (3) Given the product CC(=O)Nc1ccc(C=CCN2CCC(=C3c4ccccc4C=Cc4ccccc43)CC2)cc1, predict the reactants needed to synthesize it. The reactants are: CC(=O)OC(C)=O.Nc1ccc(C=CCN2CCC(=C3c4ccccc4C=Cc4ccccc43)CC2)cc1. (4) Given the product Cc1nc(C#N)sc1-c1ccncc1, predict the reactants needed to synthesize it. The reactants are: Cc1nc(C(N)=O)sc1-c1ccncc1.